This data is from TCR-epitope binding with 47,182 pairs between 192 epitopes and 23,139 TCRs. The task is: Binary Classification. Given a T-cell receptor sequence (or CDR3 region) and an epitope sequence, predict whether binding occurs between them. (1) The epitope is ATDALMTGY. The TCR CDR3 sequence is CASSPISISSGLPEYF. Result: 1 (the TCR binds to the epitope). (2) The epitope is LLLGIGILV. The TCR CDR3 sequence is CAWTPGTSVNNEQFF. Result: 1 (the TCR binds to the epitope). (3) The epitope is NEGVKAAW. The TCR CDR3 sequence is CASSIVQGPLNEQFF. Result: 1 (the TCR binds to the epitope).